Predict the product of the given reaction. From a dataset of Forward reaction prediction with 1.9M reactions from USPTO patents (1976-2016). (1) Given the reactants [CH2:1]([N:3]([CH2:37][CH3:38])[CH2:4][CH2:5][CH2:6][NH:7][C:8]1[N:9]=[C:10]([C:27]2[CH:28]=[C:29]([CH:33]=[CH:34][C:35]=2[CH3:36])[C:30]([OH:32])=O)[C:11]2[CH:17]=[CH:16][C:15](=[O:18])[N:14]([C:19]3[C:24]([F:25])=[CH:23][CH:22]=[CH:21][C:20]=3[F:26])[C:12]=2[N:13]=1)[CH3:2].CN(C(O[N:47]1N=N[C:49]2[CH:50]=[CH:51][CH:52]=[CH:53][C:48]1=2)=[N+](C)C)C.F[P-](F)(F)(F)(F)F.C(N(CC)CC)C.C1(N)CCCCC1, predict the reaction product. The product is: [CH:48]1([NH:47][C:30](=[O:32])[C:29]2[CH:33]=[CH:34][C:35]([CH3:36])=[C:27]([C:10]3[C:11]4[CH:17]=[CH:16][C:15](=[O:18])[N:14]([C:19]5[C:20]([F:26])=[CH:21][CH:22]=[CH:23][C:24]=5[F:25])[C:12]=4[N:13]=[C:8]([NH:7][CH2:6][CH2:5][CH2:4][N:3]([CH2:37][CH3:38])[CH2:1][CH3:2])[N:9]=3)[CH:28]=2)[CH2:53][CH2:52][CH2:51][CH2:50][CH2:49]1. (2) Given the reactants [OH:1][C:2]([C:11]([F:14])([F:13])[F:12])([C:7]([F:10])([F:9])[F:8])[C:3](OC)=[O:4].B.[Na].O.Cl, predict the reaction product. The product is: [F:8][C:7]([F:9])([F:10])[C:2]([C:11]([F:12])([F:14])[F:13])([OH:1])[CH2:3][OH:4]. (3) Given the reactants [Cl:1][C:2]1[C:11]([Cl:12])=[C:10]2[C:5]([C:6](=[O:22])[C:7]([C:17]([O:19]CC)=[O:18])=[CH:8][N:9]2[C@@H:13]2[CH2:15][C@@H:14]2[F:16])=[CH:4][CH:3]=1.C(O)(=O)C.Cl, predict the reaction product. The product is: [Cl:1][C:2]1[C:11]([Cl:12])=[C:10]2[C:5]([C:6](=[O:22])[C:7]([C:17]([OH:19])=[O:18])=[CH:8][N:9]2[C@@H:13]2[CH2:15][C@@H:14]2[F:16])=[CH:4][CH:3]=1. (4) Given the reactants [C:1]([CH2:5][C:6]1[CH:31]=[CH:30][C:9]([O:10][C:11]2[CH:12]=[C:13]([N:17]([CH2:23][C:24]3[CH:25]=[N:26][CH:27]=[CH:28][CH:29]=3)[S:18]([CH2:21][CH3:22])(=[O:20])=[O:19])[CH:14]=[CH:15][CH:16]=2)=[CH:8][CH:7]=1)([O:3]C)=[O:2].[OH-].[Na+], predict the reaction product. The product is: [C:1]([CH2:5][C:6]1[CH:7]=[CH:8][C:9]([O:10][C:11]2[CH:12]=[C:13]([N:17]([CH2:23][C:24]3[CH:25]=[N:26][CH:27]=[CH:28][CH:29]=3)[S:18]([CH2:21][CH3:22])(=[O:20])=[O:19])[CH:14]=[CH:15][CH:16]=2)=[CH:30][CH:31]=1)([OH:3])=[O:2].